From a dataset of Full USPTO retrosynthesis dataset with 1.9M reactions from patents (1976-2016). Predict the reactants needed to synthesize the given product. (1) Given the product [CH2:1]([N:8]([CH3:31])[S:9]([C:12]1[CH:13]=[C:14]2[C:18](=[CH:19][CH:20]=1)[NH:17][C:16](=[O:25])[C:15]2=[O:26])(=[O:11])=[O:10])[C:2]1[CH:7]=[CH:6][CH:5]=[CH:4][CH:3]=1, predict the reactants needed to synthesize it. The reactants are: [CH2:1]([N:8]([CH3:31])[S:9]([C:12]1[CH:13]=[C:14]2[C:18](=[CH:19][CH:20]=1)[N:17](CCC#N)[C:16](=[O:25])[C:15]12OCCC[O:26]1)(=[O:11])=[O:10])[C:2]1[CH:7]=[CH:6][CH:5]=[CH:4][CH:3]=1.CCO.N.[H][H]. (2) Given the product [CH:1]([N:4]1[C:8]2[N:9]=[C:10]([C@H:14]3[C@H:18]([CH3:19])[CH2:17][N:16]([CH2:30][C:22]4[CH:21]=[N:20][C:29]5[C:24]([CH:23]=4)=[CH:25][CH:26]=[CH:27][CH:28]=5)[CH2:15]3)[NH:11][C:12](=[O:13])[C:7]=2[CH:6]=[N:5]1)([CH3:3])[CH3:2], predict the reactants needed to synthesize it. The reactants are: [CH:1]([N:4]1[C:8]2[N:9]=[C:10]([C@H:14]3[C@H:18]([CH3:19])[CH2:17][NH:16][CH2:15]3)[NH:11][C:12](=[O:13])[C:7]=2[CH:6]=[N:5]1)([CH3:3])[CH3:2].[N:20]1[C:29]2[C:24](=[CH:25][CH:26]=[CH:27][CH:28]=2)[CH:23]=[C:22]([CH:30]=O)[CH:21]=1. (3) Given the product [Cl:1][C:2]1[CH:3]=[C:4]([C:13]2[O:14][C:15]3[CH2:21][CH2:20][CH:19]([O:22][CH2:23][CH:24]([OH:25])[CH3:32])[CH2:18][C:16]=3[N:17]=2)[CH:5]=[CH:6][C:7]=1[O:8][CH2:9][CH:10]1[CH2:12][CH2:11]1, predict the reactants needed to synthesize it. The reactants are: [Cl:1][C:2]1[CH:3]=[C:4]([C:13]2[O:14][C:15]3[CH2:21][CH2:20][CH:19]([O:22][CH2:23][C:24](N4CCOCC4)=[O:25])[CH2:18][C:16]=3[N:17]=2)[CH:5]=[CH:6][C:7]=1[O:8][CH2:9][CH:10]1[CH2:12][CH2:11]1.[CH3:32][Mg]Br.[Cl-].[NH4+]. (4) Given the product [CH2:13]([O:34][N:51]1[C:52]2[C:47](=[C:46]([CH:54]([O:57][Si:58]([C:61]([CH3:64])([CH3:63])[CH3:62])([CH3:60])[CH3:59])[CH2:55][NH:65][CH2:66][C:67]3([OH:83])[CH2:72][CH2:71][N:70]([CH2:73][CH2:74][O:75][CH2:76][C:77]4[CH:78]=[CH:79][CH:80]=[CH:81][CH:82]=4)[CH2:69][CH2:68]3)[CH:45]=[CH:44][CH:43]=2)[CH:48]=[CH:49][C:50]1=[O:53])[C:5]1[CH:6]=[CH:11][CH:2]=[CH:3][CH:4]=1, predict the reactants needed to synthesize it. The reactants are: O[C:2]1[CH:3]=[CH:4][C:5]([C@@H:13]([OH:34])CN[C@H]2CC[C@H](NCCOCCC3C=CC=CC=3)CC2)=[C:6]2[C:11]=1NC(=O)C=C2.C(O[C:43]1[CH:44]=[CH:45][C:46]([C@@H:54]([O:57][Si:58]([C:61]([CH3:64])([CH3:63])[CH3:62])([CH3:60])[CH3:59])[CH2:55]Br)=[C:47]2[C:52]=1[NH:51][C:50](=[O:53])[CH:49]=[CH:48]2)C1C=CC=CC=1.[NH2:65][CH2:66][C:67]1([OH:83])[CH2:72][CH2:71][N:70]([CH2:73][CH2:74][O:75][CH2:76][C:77]2[CH:82]=[CH:81][CH:80]=[CH:79][CH:78]=2)[CH2:69][CH2:68]1.C(N(CC)C(C)C)(C)C.